From a dataset of Catalyst prediction with 721,799 reactions and 888 catalyst types from USPTO. Predict which catalyst facilitates the given reaction. Reactant: [C:1]([NH:4][C:5]1[CH:10]=[CH:9][C:8]([CH2:11][C:12]([NH:14][C:15]2[C:16](=[O:30])[N:17]([CH2:27][CH:28]=[CH2:29])[C:18](=[O:26])[N:19]([CH2:22][CH2:23][CH2:24][CH3:25])[C:20]=2[NH2:21])=O)=[CH:7][CH:6]=1)(=[O:3])[CH3:2].CO.Cl. Product: [CH2:27]([N:17]1[C:16](=[O:30])[C:15]2[NH:14][C:12]([CH2:11][C:8]3[CH:9]=[CH:10][C:5]([NH:4][C:1](=[O:3])[CH3:2])=[CH:6][CH:7]=3)=[N:21][C:20]=2[N:19]([CH2:22][CH2:23][CH2:24][CH3:25])[C:18]1=[O:26])[CH:28]=[CH2:29]. The catalyst class is: 74.